Dataset: Forward reaction prediction with 1.9M reactions from USPTO patents (1976-2016). Task: Predict the product of the given reaction. Given the reactants F[C:2](F)(F)[C:3]([OH:5])=O.[F:8][CH2:9][CH:10]1[CH2:13][NH:12][CH2:11]1.BrCCO.C(=O)([O-])[O-].[K+].[K+], predict the reaction product. The product is: [F:8][CH2:9][CH:10]1[CH2:13][N:12]([CH2:2][CH2:3][OH:5])[CH2:11]1.